The task is: Predict the product of the given reaction.. This data is from Forward reaction prediction with 1.9M reactions from USPTO patents (1976-2016). (1) Given the reactants [CH2:1]([NH:5][CH2:6][P:7]([OH:10])([OH:9])=[O:8])[C:2]([OH:4])=[O:3].[CH:11]([NH2:14])([CH3:13])[CH3:12], predict the reaction product. The product is: [CH2:1]([NH:5][CH2:6][P:7]([OH:10])([OH:9])=[O:8])[C:2]([OH:4])=[O:3].[CH:11]([NH3+:14])([CH3:13])[CH3:12]. (2) Given the reactants Cl.Cl.[Br:3][C:4]1[C:5]([O:22][C:23]2[CH:24]=[C:25]([CH:34]=[CH:35][C:36]=2[Cl:37])[C:26]([NH:28][CH2:29][CH2:30][N:31]([CH3:33])[CH3:32])=[O:27])=[CH:6][C:7]([NH:10][C:11]2[S:15][N:14]=[C:13]([CH:16]3[CH2:21][CH2:20][NH:19][CH2:18][CH2:17]3)[N:12]=2)=[N:8][CH:9]=1.CCN(C(C)C)C(C)C.[C:47](Cl)(=[O:49])[CH3:48], predict the reaction product. The product is: [C:47]([N:19]1[CH2:20][CH2:21][CH:16]([C:13]2[N:12]=[C:11]([NH:10][C:7]3[CH:6]=[C:5]([O:22][C:23]4[CH:24]=[C:25]([CH:34]=[CH:35][C:36]=4[Cl:37])[C:26]([NH:28][CH2:29][CH2:30][N:31]([CH3:33])[CH3:32])=[O:27])[C:4]([Br:3])=[CH:9][N:8]=3)[S:15][N:14]=2)[CH2:17][CH2:18]1)(=[O:49])[CH3:48]. (3) Given the reactants [NH2:1][C:2]1[CH:3]=[CH:4][CH:5]=[C:6]2[C:10]=1[NH:9][C:8]([C:11]([O:13][CH2:14][CH3:15])=[O:12])=[CH:7]2.[Cl:16]N1C(=O)CCC1=O.CN(C)C=O, predict the reaction product. The product is: [NH2:1][C:2]1[C:3]([Cl:16])=[CH:4][CH:5]=[C:6]2[C:10]=1[NH:9][C:8]([C:11]([O:13][CH2:14][CH3:15])=[O:12])=[CH:7]2. (4) Given the reactants CN(C)C=O.Br[C:7]1[N:12]=[C:11]([C:13]([NH:15][C:16]2[CH:20]=[CH:19][N:18]([CH3:21])[N:17]=2)=[O:14])[C:10]([S:22][C:23]2[CH:28]=[CH:27][C:26]([F:29])=[CH:25][CH:24]=2)=[N:9][CH:8]=1.[SH:30][C:31]1[N:35]([CH3:36])[CH:34]=[N:33][N:32]=1.C(=O)([O-])[O-].[K+].[K+], predict the reaction product. The product is: [F:29][C:26]1[CH:27]=[CH:28][C:23]([S:22][C:10]2[C:11]([C:13]([NH:15][C:16]3[CH:20]=[CH:19][N:18]([CH3:21])[N:17]=3)=[O:14])=[N:12][C:7]([S:30][C:31]3[N:35]([CH3:36])[CH:34]=[N:33][N:32]=3)=[CH:8][N:9]=2)=[CH:24][CH:25]=1. (5) Given the reactants [CH3:1][O:2][C:3]1[CH:4]=[C:5]2[C:10](=[CH:11][CH:12]=1)[CH:9]=[N:8][CH2:7][CH:6]2[CH2:13][CH2:14][CH2:15][C:16]([NH:18][CH3:19])=[O:17], predict the reaction product. The product is: [CH3:1][O:2][C:3]1[CH:4]=[C:5]2[C:10](=[CH:11][CH:12]=1)[CH2:9][NH:8][CH2:7][CH:6]2[CH2:13][CH2:14][CH2:15][C:16]([NH:18][CH3:19])=[O:17]. (6) Given the reactants C=O.[C:3](O)(=O)C.C(O[BH-](OC(=O)C)OC(=O)C)(=O)C.[Na+].[CH2:21]([O:28][C:29]1[CH:53]=[CH:52][C:51]([CH:54]2[CH2:59][CH2:58][NH:57][CH2:56][CH2:55]2)=[CH:50][C:30]=1[C:31]([NH:33][C:34]1[CH:43]=[C:42]([C:44]2[CH:49]=[CH:48][CH:47]=[CH:46][CH:45]=2)[CH:41]=[CH:40][C:35]=1[C:36]([O:38][CH3:39])=[O:37])=[O:32])[C:22]1[CH:27]=[CH:26][CH:25]=[CH:24][CH:23]=1, predict the reaction product. The product is: [CH2:21]([O:28][C:29]1[CH:53]=[CH:52][C:51]([CH:54]2[CH2:55][CH2:56][N:57]([CH3:3])[CH2:58][CH2:59]2)=[CH:50][C:30]=1[C:31]([NH:33][C:34]1[CH:43]=[C:42]([C:44]2[CH:49]=[CH:48][CH:47]=[CH:46][CH:45]=2)[CH:41]=[CH:40][C:35]=1[C:36]([O:38][CH3:39])=[O:37])=[O:32])[C:22]1[CH:23]=[CH:24][CH:25]=[CH:26][CH:27]=1.